Dataset: Full USPTO retrosynthesis dataset with 1.9M reactions from patents (1976-2016). Task: Predict the reactants needed to synthesize the given product. (1) Given the product [CH3:15][N:2]([CH3:1])[S:3]([CH2:6][CH2:7][C:8]1[CH:9]=[CH:10][C:11]([NH2:14])=[C:12]([Br:23])[CH:13]=1)(=[O:4])=[O:5], predict the reactants needed to synthesize it. The reactants are: [CH3:1][N:2]([CH3:15])[S:3]([CH2:6][CH2:7][C:8]1[CH:13]=[CH:12][C:11]([NH2:14])=[CH:10][CH:9]=1)(=[O:5])=[O:4].C1C(=O)N([Br:23])C(=O)C1. (2) Given the product [Cl:1][C:2]1[C:7]2[C:8](=[O:12])[N:9]([C:15]([O:17][C:18]([CH3:21])([CH3:20])[CH3:19])=[O:16])[CH2:10][C:6]=2[C:5]([F:13])=[C:4]([Cl:14])[N:3]=1, predict the reactants needed to synthesize it. The reactants are: [Cl:1][C:2]1[C:7]2[C:8](=[O:12])[NH:9][CH:10](C)[C:6]=2[C:5]([F:13])=[C:4]([Cl:14])[N:3]=1.[C:15](O[C:15]([O:17][C:18]([CH3:21])([CH3:20])[CH3:19])=[O:16])([O:17][C:18]([CH3:21])([CH3:20])[CH3:19])=[O:16]. (3) Given the product [ClH:55].[ClH:55].[CH:3]1([C@@H:9]([NH:11][C:12]([C:14]2[C:23]3[C:18](=[CH:19][CH:20]=[CH:21][CH:22]=3)[N:17]=[C:16]([C:24]3[CH:29]=[CH:28][CH:27]=[CH:26][CH:25]=3)[C:15]=2[CH2:30][N:31]2[CH2:36][CH2:35][N:34]([CH2:37][CH2:42][OH:47])[C:33](=[O:43])[CH2:32]2)=[O:13])[CH3:10])[CH2:8][CH2:7][CH2:6][CH2:5][CH2:4]1, predict the reactants needed to synthesize it. The reactants are: [H-].[Na+].[CH:3]1([C@@H:9]([NH:11][C:12]([C:14]2[C:23]3[C:18](=[CH:19][CH:20]=[CH:21][CH:22]=3)[N:17]=[C:16]([C:24]3[CH:29]=[CH:28][CH:27]=[CH:26][CH:25]=3)[C:15]=2[CH2:30][N:31]2[CH2:36][CH2:35][N:34]([C:37]3[CH:42]=CC=CC=3)[C:33](=[O:43])[CH2:32]2)=[O:13])[CH3:10])[CH2:8][CH2:7][CH2:6][CH2:5][CH2:4]1.BrCC[O:47]C1CCCCO1.[Na+].[Cl-:55]. (4) Given the product [CH3:26][C:20]1[CH:21]=[C:22]([CH3:25])[CH:23]=[CH:24][C:19]=1[S:16]([N:11]1[CH:10]2[CH:13]([CH2:14][CH2:15][NH:8][CH2:9]2)[CH2:12]1)(=[O:18])=[O:17], predict the reactants needed to synthesize it. The reactants are: C(OC([N:8]1[CH2:15][CH2:14][CH:13]2[CH:10]([N:11]([S:16]([C:19]3[CH:24]=[CH:23][C:22]([CH3:25])=[CH:21][C:20]=3[CH3:26])(=[O:18])=[O:17])[CH2:12]2)[CH2:9]1)=O)(C)(C)C.FC(F)(F)C(O)=O. (5) Given the product [C:19]1([C:18]2[C:17](=[O:25])[N:16]([CH2:26][C:27]3[CH:28]=[N:29][CH:30]=[CH:31][CH:32]=3)[C:15](=[O:33])[C:14]=2[NH:8][C:7]2[CH:9]=[CH:10][C:4]([O:3][C:2]([F:11])([F:12])[F:1])=[CH:5][CH:6]=2)[CH:24]=[CH:23][CH:22]=[CH:21][CH:20]=1, predict the reactants needed to synthesize it. The reactants are: [F:1][C:2]([F:12])([F:11])[O:3][C:4]1[CH:10]=[CH:9][C:7]([NH2:8])=[CH:6][CH:5]=1.Cl[C:14]1[C:15](=[O:33])[N:16]([CH2:26][C:27]2[CH:28]=[N:29][CH:30]=[CH:31][CH:32]=2)[C:17](=[O:25])[C:18]=1[C:19]1[CH:24]=[CH:23][CH:22]=[CH:21][CH:20]=1.O. (6) Given the product [Cl:8][C:7]1[CH:6]=[CH:5][CH:4]=[C:3]2[C:2]=1[NH:1][CH:10]=[CH:9]2, predict the reactants needed to synthesize it. The reactants are: [NH2:1][C:2]1[C:7]([Cl:8])=[CH:6][CH:5]=[CH:4][C:3]=1[C:9](=O)[CH2:10]Cl.[BH4-].[Na+]. (7) Given the product [C:3]([C:6]1[C:7]2[CH:20]=[CH:19][CH:18]=[CH:17][C:8]=2[S:9][C:10]=1[N:11]([CH2:26][C:25]1[CH:28]=[CH:29][C:22]([F:21])=[C:23]([C:30]([F:33])([F:31])[F:32])[CH:24]=1)[S:12]([CH2:15][CH3:16])(=[O:13])=[O:14])(=[O:5])[CH3:4], predict the reactants needed to synthesize it. The reactants are: [H-].[Na+].[C:3]([C:6]1[C:7]2[CH:20]=[CH:19][CH:18]=[CH:17][C:8]=2[S:9][C:10]=1[NH:11][S:12]([CH2:15][CH3:16])(=[O:14])=[O:13])(=[O:5])[CH3:4].[F:21][C:22]1[CH:29]=[CH:28][C:25]([CH2:26]Br)=[CH:24][C:23]=1[C:30]([F:33])([F:32])[F:31].C1OCCOCCOCCOCCOC1.